From a dataset of Forward reaction prediction with 1.9M reactions from USPTO patents (1976-2016). Predict the product of the given reaction. (1) Given the reactants [C:1]([C:3]1[C:4]([C:17]2[CH:22]=[CH:21][C:20]([CH3:23])=[CH:19][CH:18]=2)=[C:5]([C:14]([OH:16])=O)[S:6][C:7]=1[N:8]1[CH2:13][CH2:12][O:11][CH2:10][CH2:9]1)#[N:2].C1C=CC2N(O)N=[N:30]C=2C=1.CCN=C=NCCCN(C)C.N, predict the reaction product. The product is: [C:1]([C:3]1[C:4]([C:17]2[CH:18]=[CH:19][C:20]([CH3:23])=[CH:21][CH:22]=2)=[C:5]([C:14]([NH2:30])=[O:16])[S:6][C:7]=1[N:8]1[CH2:13][CH2:12][O:11][CH2:10][CH2:9]1)#[N:2]. (2) The product is: [F:22][C:2]([F:1])([F:21])[C:3]([N:5]1[CH2:11][CH:10]([CH:12]([CH3:14])[CH3:13])[C:9]2[CH:15]=[C:16]([Br:23])[C:17]([O:19][CH3:20])=[CH:18][C:8]=2[CH2:7][CH2:6]1)=[O:4]. Given the reactants [F:1][C:2]([F:22])([F:21])[C:3]([N:5]1[CH2:11][CH:10]([CH:12]([CH3:14])[CH3:13])[C:9]2[CH:15]=[CH:16][C:17]([O:19][CH3:20])=[CH:18][C:8]=2[CH2:7][CH2:6]1)=[O:4].[Br:23]N1C(=O)CCC1=O, predict the reaction product. (3) Given the reactants C(N(CC)CC)C.[N:8]1[CH:13]=[CH:12][CH:11]=[CH:10][C:9]=1[N:14]1[CH2:19][CH2:18][NH:17][CH2:16][CH2:15]1.[CH:20]([N:33]1[CH2:36][CH:35](OS(C)(=O)=O)[CH2:34]1)([C:27]1[CH:32]=[CH:31][CH:30]=[CH:29][CH:28]=1)[C:21]1[CH:26]=[CH:25][CH:24]=[CH:23][CH:22]=1, predict the reaction product. The product is: [CH:20]([N:33]1[CH2:36][CH:35]([N:17]2[CH2:16][CH2:15][N:14]([C:9]3[CH:10]=[CH:11][CH:12]=[CH:13][N:8]=3)[CH2:19][CH2:18]2)[CH2:34]1)([C:27]1[CH:28]=[CH:29][CH:30]=[CH:31][CH:32]=1)[C:21]1[CH:22]=[CH:23][CH:24]=[CH:25][CH:26]=1. (4) Given the reactants [CH2:1]([O:3]/[CH:4]=[CH:5]/B1OC(C)(C)C(C)(C)O1)[CH3:2].Br[C:16]1[C:17]([C:24]([O:26][CH3:27])=[O:25])=[N:18][C:19]([S:22][CH3:23])=[N:20][CH:21]=1.C(Cl)Cl.C(=O)([O-])[O-].[Na+].[Na+], predict the reaction product. The product is: [CH2:4]([O:3]/[CH:1]=[CH:2]/[C:16]1[C:17]([C:24]([O:26][CH3:27])=[O:25])=[N:18][C:19]([S:22][CH3:23])=[N:20][CH:21]=1)[CH3:5].